This data is from Reaction yield outcomes from USPTO patents with 853,638 reactions. The task is: Predict the reaction yield, written as a fraction of the theoretical maximum amount of product (1.0 means a 100% yield; for example, 0.34 means a 34% yield). (1) The reactants are [Cl:1][C:2]1[CH:7]=[CH:6][C:5]([C:8]2[C:12]([C:13](O)=[O:14])=[C:11](/[CH:16]=[CH:17]/[C:18]3[CH:23]=[CH:22][CH:21]=[CH:20][CH:19]=3)[O:10][N:9]=2)=[CH:4][CH:3]=1.C(N(CC)CC)C.ClC(OCC)=O.[BH4-].[Na+].[OH-].[Na+]. The catalyst is C1COCC1.O. The product is [Cl:1][C:2]1[CH:3]=[CH:4][C:5]([C:8]2[C:12]([CH2:13][OH:14])=[C:11](/[CH:16]=[CH:17]/[C:18]3[CH:19]=[CH:20][CH:21]=[CH:22][CH:23]=3)[O:10][N:9]=2)=[CH:6][CH:7]=1. The yield is 0.790. (2) The reactants are C[O:2][C:3]1[CH:4]=[C:5]2[C:10](=[CH:11][CH:12]=1)[CH2:9][NH:8][CH2:7][CH2:6]2.Br.C1C2C(=CC(O)=CC=2)CCN1.[CH3:25][C:26]([O:29][C:30](O[C:30]([O:29][C:26]([CH3:28])([CH3:27])[CH3:25])=[O:31])=[O:31])([CH3:28])[CH3:27]. The catalyst is C(Cl)Cl. The product is [C:26]([O:29][C:30]([N:8]1[CH2:7][CH2:6][C:5]2[C:10](=[CH:11][CH:12]=[C:3]([OH:2])[CH:4]=2)[CH2:9]1)=[O:31])([CH3:28])([CH3:27])[CH3:25]. The yield is 0.808.